From a dataset of Full USPTO retrosynthesis dataset with 1.9M reactions from patents (1976-2016). Predict the reactants needed to synthesize the given product. The reactants are: [F:1][C:2]1[CH:3]=[N:4][C:5]2[C:10]([C:11]=1O)=[N:9][C:8]([CH3:13])=[CH:7][CH:6]=2.P(Br)(Br)[Br:15].C(=O)(O)[O-].[Na+]. Given the product [Br:15][C:11]1[C:2]([F:1])=[CH:3][N:4]=[C:5]2[C:10]=1[N:9]=[C:8]([CH3:13])[CH:7]=[CH:6]2, predict the reactants needed to synthesize it.